Dataset: Catalyst prediction with 721,799 reactions and 888 catalyst types from USPTO. Task: Predict which catalyst facilitates the given reaction. (1) Reactant: Cl.[NH2:2][CH2:3][CH:4]1[CH2:16][N:14]2[C:15]3[C:10]([C:11](=[O:18])[NH:12][C:13]2=[O:17])=[CH:9][CH:8]=[CH:7][C:6]=3[CH2:5]1.CCN=C=NCCCN(C)C.Cl.ON1C2C=CC=CC=2N=N1.[C:41](O)(=[O:48])[C:42]1[CH:47]=[CH:46][CH:45]=[CH:44][CH:43]=1.C(N(CC)CC)C.S([O-])(O)(=O)=O.[K+]. Product: [O:18]=[C:11]1[C:10]2[C:15]3=[C:6]([CH2:5][CH:4]([CH2:3][NH:2][C:41](=[O:48])[C:42]4[CH:47]=[CH:46][CH:45]=[CH:44][CH:43]=4)[CH2:16][N:14]3[C:13](=[O:17])[NH:12]1)[CH:7]=[CH:8][CH:9]=2. The catalyst class is: 9. (2) Reactant: [CH3:1][C:2]1[N:3]=[C:4]([C:8]([O:10][CH3:11])=[O:9])[NH:5][C:6]=1[CH3:7].C[Si]([N-:16][Si](C)(C)C)(C)C.[Li+].C1COCC1.C1(P(ON)(C2C=CC=CC=2)=O)C=CC=CC=1. Product: [CH3:11][O:10][C:8]([C:4]1[N:3]([NH2:16])[C:2]([CH3:1])=[C:6]([CH3:7])[N:5]=1)=[O:9]. The catalyst class is: 3. (3) Reactant: Cl.[NH2:2][C@H:3]([CH2:8][OH:9])[CH2:4][CH:5]([CH3:7])[CH3:6].C(N(CC)CC)C.[CH3:17][C:18]([O:21][C:22](O[C:22]([O:21][C:18]([CH3:20])([CH3:19])[CH3:17])=[O:23])=[O:23])([CH3:20])[CH3:19]. Product: [C:22]([NH:2][C@H:3]([CH2:8][OH:9])[CH2:4][CH:5]([CH3:7])[CH3:6])([O:21][C:18]([CH3:20])([CH3:19])[CH3:17])=[O:23]. The catalyst class is: 95. (4) Reactant: [CH2:1]([C:3]1[O:8][C:7](=[O:9])[C:6]([C:10](=[O:13])[CH2:11][CH3:12])=[C:5]([OH:14])[CH:4]=1)[CH3:2].[Li+].CC([N-]C(C)C)C.Br[CH2:24][CH2:25][CH2:26][O:27][Si:28]([C:31]([CH3:34])([CH3:33])[CH3:32])([CH3:30])[CH3:29].CN(P(N(C)C)(N(C)C)=O)C. Product: [Si:28]([O:27][CH2:26][CH2:25][CH2:24][CH:1]([C:3]1[O:8][C:7](=[O:9])[C:6]([C:10](=[O:13])[CH2:11][CH3:12])=[C:5]([OH:14])[CH:4]=1)[CH3:2])([C:31]([CH3:34])([CH3:33])[CH3:32])([CH3:30])[CH3:29]. The catalyst class is: 1.